From a dataset of Reaction yield outcomes from USPTO patents with 853,638 reactions. Predict the reaction yield, written as a fraction of the theoretical maximum amount of product (1.0 means a 100% yield; for example, 0.34 means a 34% yield). (1) The reactants are [CH2:1]([O:8][C:9]1[CH:10]=[C:11]2[C:15](=[CH:16][CH:17]=1)[NH:14][CH:13]=[CH:12]2)[C:2]1[CH:7]=[CH:6][CH:5]=[CH:4][CH:3]=1.C(OC(=O)[CH:22]([C:24]1[CH:29]=[CH:28][CH:27]=[CH:26][CH:25]=1)[CH3:23])C.[F-].C([N+](CCCC)(CCCC)CCCC)CCC.[C:49]([O:52][CH2:53][CH3:54])(=[O:51])C.CCCCCC. No catalyst specified. The product is [CH2:53]([O:52][C:49](=[O:51])[CH:23]=[C:22]([N:14]1[C:15]2[C:11](=[CH:10][C:9]([O:8][CH2:1][C:2]3[CH:3]=[CH:4][CH:5]=[CH:6][CH:7]=3)=[CH:17][CH:16]=2)[CH:12]=[CH:13]1)[C:24]1[CH:25]=[CH:26][CH:27]=[CH:28][CH:29]=1)[CH3:54]. The yield is 0.680. (2) The reactants are [C:1]1([CH2:7][C@H:8]([C@@H:11]([CH2:15][CH2:16][CH2:17][CH3:18])[C@@H:12]([OH:14])[CH3:13])[CH:9]=[CH2:10])[CH:6]=[CH:5][CH:4]=[CH:3][CH:2]=1.CCN(CC)CC.[C:26](OC(=O)C)(=[O:28])[CH3:27]. The catalyst is C(Cl)Cl.CN(C1C=CN=CC=1)C. The product is [C:26]([O:14][C@H:12]([C@@H:11]([C@H:8]([CH:9]=[CH2:10])[CH2:7][C:1]1[CH:6]=[CH:5][CH:4]=[CH:3][CH:2]=1)[CH2:15][CH2:16][CH2:17][CH3:18])[CH3:13])(=[O:28])[CH3:27]. The yield is 0.950.